From a dataset of Forward reaction prediction with 1.9M reactions from USPTO patents (1976-2016). Predict the product of the given reaction. (1) Given the reactants C1(C(=[N:14][C:15]2[CH:16]=[C:17]([CH:24]=[CH:25][N:26]=2)[C:18](N(OC)C)=[O:19])C2C=CC=CC=2)C=CC=CC=1.[Si]([O:34][CH2:35][CH:36]([N:38]1[C:42]2[N:43]=[CH:44][N:45]=[CH:46][C:41]=2[C:40](I)=[CH:39]1)[CH3:37])(C(C)(C)C)(C)C, predict the reaction product. The product is: [NH2:14][C:15]1[CH:16]=[C:17]([C:18]([C:40]2[C:41]3[CH:46]=[N:45][CH:44]=[N:43][C:42]=3[N:38]([CH:36]([CH3:37])[CH2:35][OH:34])[CH:39]=2)=[O:19])[CH:24]=[CH:25][N:26]=1. (2) Given the reactants [C:1]1([CH3:10])[CH:6]=[CH:5][C:4]([C:7]([OH:9])=O)=[CH:3][CH:2]=1.CN(C(ON1N=NC2C=CC=NC1=2)=[N+](C)C)C.F[P-](F)(F)(F)(F)F.C(N(C(C)C)C(C)C)C.[O:44]1[CH2:49][CH2:48][O:47][CH2:46][CH:45]1[C:50]1[C:58]2[S:57][C:56]([NH2:59])=[N:55][C:54]=2[C:53]([O:60][CH3:61])=[CH:52][CH:51]=1, predict the reaction product. The product is: [O:44]1[CH2:49][CH2:48][O:47][CH2:46][CH:45]1[C:50]1[C:58]2[S:57][C:56]([NH:59][C:7](=[O:9])[C:4]3[CH:3]=[CH:2][C:1]([CH3:10])=[CH:6][CH:5]=3)=[N:55][C:54]=2[C:53]([O:60][CH3:61])=[CH:52][CH:51]=1.